Predict which catalyst facilitates the given reaction. From a dataset of Catalyst prediction with 721,799 reactions and 888 catalyst types from USPTO. Reactant: C([O:8][C:9]1[CH:14]=[C:13]([O:15]CC2C=CC=CC=2)[CH:12]=[CH:11][C:10]=1[C:23]1[CH:28]=[C:27]([O:29][CH3:30])[CH:26]=[CH:25][C:24]=1[F:31])C1C=CC=CC=1. Product: [F:31][C:24]1[CH:25]=[CH:26][C:27]([O:29][CH3:30])=[CH:28][C:23]=1[C:10]1[C:9]([OH:8])=[CH:14][C:13]([OH:15])=[CH:12][CH:11]=1. The catalyst class is: 123.